This data is from Reaction yield outcomes from USPTO patents with 853,638 reactions. The task is: Predict the reaction yield, written as a fraction of the theoretical maximum amount of product (1.0 means a 100% yield; for example, 0.34 means a 34% yield). The reactants are [F:1][C:2]([F:43])([F:42])[C:3]1[CH:4]=[C:5]([CH:39]=[CH:40][CH:41]=1)[CH2:6][NH:7][C:8](=[O:38])[C:9]1[CH:14]=[CH:13][N:12]=[C:11]([C:15]2[CH:20]=[C:19]([N:21]3[CH2:26][CH2:25][CH2:24][CH2:23][CH2:22]3)[CH:18]=[CH:17][C:16]=2[NH:27][C:28](=[O:37])[C:29]2(CCl)[CH:34]=[CH:33][CH:32]=[CH:31][NH:30]2)[CH:10]=1.[NH:44]1[CH2:48][CH2:47][C@@H:46]([NH:49][C:50](=[O:52])[CH3:51])[CH2:45]1.[C:53](=[O:56])([O-])[O-:54].[K+].[K+].[I-].[K+]. The catalyst is CN(C)C=O.C(OCC)(=O)C. The product is [F:1][C:2]([F:43])([F:42])[C:53]([OH:54])=[O:56].[C:50]([NH:49][C@@H:46]1[CH2:47][CH2:48][N:44]([CH2:53][C:31]2[N:30]=[C:29]([C:28]([NH:27][C:16]3[CH:17]=[CH:18][C:19]([N:21]4[CH2:26][CH2:25][CH2:24][CH2:23][CH2:22]4)=[CH:20][C:15]=3[C:11]3[CH:10]=[C:9]([C:8](=[O:38])[NH:7][CH2:6][C:5]4[CH:39]=[CH:40][CH:41]=[C:3]([C:2]([F:43])([F:1])[F:42])[CH:4]=4)[CH:14]=[CH:13][N:12]=3)=[O:37])[CH:34]=[CH:33][CH:32]=2)[CH2:45]1)(=[O:52])[CH3:51]. The yield is 0.270.